This data is from Full USPTO retrosynthesis dataset with 1.9M reactions from patents (1976-2016). The task is: Predict the reactants needed to synthesize the given product. (1) The reactants are: [CH3:1][O:2][C:3](=[O:24])[CH2:4][C:5]1[S:9][C:8]([NH:10][C:11]([NH:13][C:14]2[CH:19]=[CH:18][CH:17]=[C:16]([C:20]([F:23])([F:22])[F:21])[CH:15]=2)=[O:12])=[N:7][CH:6]=1.C=O.[C:27]([O-])([O-])=[O:28].[K+].[K+]. Given the product [CH3:1][O:2][C:3](=[O:24])[CH:4]([C:5]1[S:9][C:8]([NH:10][C:11]([NH:13][C:14]2[CH:19]=[CH:18][CH:17]=[C:16]([C:20]([F:22])([F:23])[F:21])[CH:15]=2)=[O:12])=[N:7][CH:6]=1)[CH2:27][OH:28], predict the reactants needed to synthesize it. (2) Given the product [Br:21][C:22]1[CH:23]=[C:24]2[C:29](=[CH:30][CH:31]=1)[C:28]([CH2:32][N:3]1[C:2](=[O:1])[C@@H:8]([NH:9][C:10](=[O:16])[O:11][C:12]([CH3:15])([CH3:14])[CH3:13])[CH2:7][O:6][C:5]3[CH:17]=[CH:18][CH:19]=[CH:20][C:4]1=3)=[C:27]([O:34][CH3:35])[CH:26]=[CH:25]2, predict the reactants needed to synthesize it. The reactants are: [O:1]=[C:2]1[C@@H:8]([NH:9][C:10](=[O:16])[O:11][C:12]([CH3:15])([CH3:14])[CH3:13])[CH2:7][O:6][C:5]2[CH:17]=[CH:18][CH:19]=[CH:20][C:4]=2[NH:3]1.[Br:21][C:22]1[CH:23]=[C:24]2[C:29](=[CH:30][CH:31]=1)[C:28]([CH2:32]Cl)=[C:27]([O:34][CH3:35])[CH:26]=[CH:25]2.C([O-])([O-])=O.[Cs+].[Cs+].[Na+].[I-]. (3) Given the product [O:2]=[C:3]1[CH:4]([N:15]2[CH2:20][CH2:19][N:18]([C:21]([O:23][C:24]([CH3:26])([CH3:25])[CH3:27])=[O:22])[CH2:17][CH2:16]2)[CH2:5][C:6]2[C:7](=[CH:8][CH:9]=[CH:10][CH:11]=2)[NH:12]1, predict the reactants needed to synthesize it. The reactants are: C[O:2][C:3](=O)[CH:4]([N:15]1[CH2:20][CH2:19][N:18]([C:21]([O:23][C:24]([CH3:27])([CH3:26])[CH3:25])=[O:22])[CH2:17][CH2:16]1)[CH2:5][C:6]1[CH:11]=[CH:10][CH:9]=[CH:8][C:7]=1[N+:12]([O-])=O.O=C1C(C2CCN(C(OC(C)(C)C)=O)CC2)CC2C(=CC=CC=2)N1.